This data is from Forward reaction prediction with 1.9M reactions from USPTO patents (1976-2016). The task is: Predict the product of the given reaction. The product is: [CH2:1]([O:3][C:4](=[O:8])[C:5]([NH:10][CH2:11][C:12]([C:14]1[CH:15]=[CH:16][C:17]([S:20]([CH3:23])(=[O:22])=[O:21])=[CH:18][CH:19]=1)=[O:13])=[O:6])[CH3:2]. Given the reactants [CH2:1]([O:3][C:4](=[O:8])[C:5](Cl)=[O:6])[CH3:2].Cl.[NH2:10][CH2:11][C:12]([C:14]1[CH:19]=[CH:18][C:17]([S:20]([CH3:23])(=[O:22])=[O:21])=[CH:16][CH:15]=1)=[O:13].C(N(CC)CC)C.O, predict the reaction product.